Dataset: Full USPTO retrosynthesis dataset with 1.9M reactions from patents (1976-2016). Task: Predict the reactants needed to synthesize the given product. (1) Given the product [CH3:21][O:25][N:26]([CH3:27])[C:13]([CH:12]1[CH2:11][S:10][C:9]([CH3:17])([CH3:16])[N:8]1[C:6]([O:5][C:1]([CH3:2])([CH3:3])[CH3:4])=[O:7])=[O:15], predict the reactants needed to synthesize it. The reactants are: [C:1]([O:5][C:6]([N:8]1[CH:12]([C:13]([OH:15])=O)[CH2:11][S:10][C:9]1([CH3:17])[CH3:16])=[O:7])([CH3:4])([CH3:3])[CH3:2].CN([C:21]([O:25][N:26]1N=NC2C=CC=N[C:27]1=2)=[N+](C)C)C.F[P-](F)(F)(F)(F)F.C1C=NC2N(O)N=NC=2C=1.Cl.CNOC.C(N(CC)C(C)C)C. (2) Given the product [F:1][C:2]1[C:7]([F:8])=[CH:6][CH:5]=[CH:4][C:3]=1[C:9]1[CH:14]=[CH:13][N:12]=[C:11]2[NH:15][C:16]([C:18]3[CH2:19][N:20]([C:24]([O:26][C:27]([CH3:30])([CH3:29])[CH3:28])=[O:25])[CH2:21][CH2:22][CH:23]=3)=[CH:17][C:10]=12, predict the reactants needed to synthesize it. The reactants are: [F:1][C:2]1[C:7]([F:8])=[CH:6][CH:5]=[CH:4][C:3]=1[C:9]1[CH:14]=[CH:13][N:12]=[C:11]2[N:15](S(C3C=CC=CC=3)(=O)=O)[C:16]([C:18]3[CH2:19][N:20]([C:24]([O:26][C:27]([CH3:30])([CH3:29])[CH3:28])=[O:25])[CH2:21][CH2:22][CH:23]=3)=[CH:17][C:10]=12.[OH-].[Na+]. (3) Given the product [Cl:1][C:2]1[N:7]=[C:6]([N:8]2[CH2:13][CH2:12][O:11][CH2:10][C@@H:9]2[CH3:14])[CH:5]=[C:4]([C:15]2([S:16]([CH3:19])(=[O:18])=[O:17])[CH2:24][CH2:23][CH2:22][CH2:21]2)[N:3]=1, predict the reactants needed to synthesize it. The reactants are: [Cl:1][C:2]1[N:7]=[C:6]([N:8]2[CH2:13][CH2:12][O:11][CH2:10][C@@H:9]2[CH3:14])[CH:5]=[C:4]([CH2:15][S:16]([CH3:19])(=[O:18])=[O:17])[N:3]=1.Br[CH2:21][CH2:22][CH2:23][CH2:24]Br.[OH-].[Na+]. (4) Given the product [F:37][C:38]1([F:44])[CH2:43][CH2:42][N:41]([C:7]2[CH:12]=[CH:11][C:10]([N:13]3[CH:18]=[C:17]([O:19][CH3:20])[C:16](=[O:21])[C:15]([C:22]4[N:26]([C:27]5[CH:28]=[CH:29][CH:30]=[CH:31][CH:32]=5)[N:25]=[CH:24][CH:23]=4)=[N:14]3)=[C:9]([F:33])[CH:8]=2)[CH2:40][CH2:39]1, predict the reactants needed to synthesize it. The reactants are: FC(F)(F)S(O[C:7]1[CH:12]=[CH:11][C:10]([N:13]2[CH:18]=[C:17]([O:19][CH3:20])[C:16](=[O:21])[C:15]([C:22]3[N:26]([C:27]4[CH:32]=[CH:31][CH:30]=[CH:29][CH:28]=4)[N:25]=[CH:24][CH:23]=3)=[N:14]2)=[C:9]([F:33])[CH:8]=1)(=O)=O.Cl.[F:37][C:38]1([F:44])[CH2:43][CH2:42][NH:41][CH2:40][CH2:39]1.CC1(C)C2C(=C(P(C3C=CC=CC=3)C3C=CC=CC=3)C=CC=2)OC2C(P(C3C=CC=CC=3)C3C=CC=CC=3)=CC=CC1=2.CC([O-])(C)C.[Na+]. (5) Given the product [Br:12][C:7]1[CH:6]=[C:3]2[C:2](=[C:9]([O:10][CH3:11])[CH:8]=1)[N:1]=[C:14]([OH:15])[N:13]=[CH:4]2, predict the reactants needed to synthesize it. The reactants are: [NH2:1][C:2]1[C:9]([O:10][CH3:11])=[CH:8][C:7]([Br:12])=[CH:6][C:3]=1[CH:4]=O.[NH2:13][C:14](N)=[O:15].